The task is: Predict which catalyst facilitates the given reaction.. This data is from Catalyst prediction with 721,799 reactions and 888 catalyst types from USPTO. (1) Reactant: [Cl:1][C:2]1[CH:7]=[CH:6][C:5]([N:8]2[C:13](=[O:14])[C:12]3[CH:15]=[N:16][N:17]([C:18]4[CH:23]=[CH:22][CH:21]=[CH:20][CH:19]=4)[C:11]=3[N:10]=[C:9]2[C:24]2[CH:29]=[CH:28][C:27](I)=[CH:26][CH:25]=2)=[CH:4][CH:3]=1.C1C=CC(P(C2C(C3C(P(C4C=CC=CC=4)C4C=CC=CC=4)=CC=C4C=3C=CC=C4)=C3C(C=CC=C3)=CC=2)C2C=CC=CC=2)=CC=1.C([O-])([O-])=O.[Cs+].[Cs+].[NH:83]1[CH2:88][CH2:87][O:86][CH2:85][CH2:84]1. Product: [Cl:1][C:2]1[CH:7]=[CH:6][C:5]([N:8]2[C:13](=[O:14])[C:12]3[CH:15]=[N:16][N:17]([C:18]4[CH:23]=[CH:22][CH:21]=[CH:20][CH:19]=4)[C:11]=3[N:10]=[C:9]2[C:24]2[CH:29]=[CH:28][C:27]([N:83]3[CH2:88][CH2:87][O:86][CH2:85][CH2:84]3)=[CH:26][CH:25]=2)=[CH:4][CH:3]=1. The catalyst class is: 187. (2) Reactant: [OH:1][CH2:2][CH2:3][C:4]1[CH:9]=[CH:8][C:7]([OH:10])=[CH:6][CH:5]=1.C(=O)([O-])[O-].[K+].[K+].[CH2:17](Br)[C:18]1[CH:23]=[CH:22][CH:21]=[CH:20][CH:19]=1. Product: [CH2:17]([O:10][C:7]1[CH:8]=[CH:9][C:4]([CH2:3][CH2:2][OH:1])=[CH:5][CH:6]=1)[C:18]1[CH:23]=[CH:22][CH:21]=[CH:20][CH:19]=1. The catalyst class is: 21. (3) Reactant: Cl.Cl.Cl.[CH3:4][N:5]1[C:13]2[C:8](=[CH:9][C:10]([NH:14][C:15]3[C:16]4[CH:23]=[C:22]([C:24]5[CH2:25][CH2:26][NH:27][CH2:28][CH:29]=5)[NH:21][C:17]=4[N:18]=[CH:19][N:20]=3)=[CH:11][CH:12]=2)[CH:7]=[N:6]1.[N:30]1([CH2:36][CH2:37][C:38](O)=[O:39])[CH2:35][CH2:34][CH2:33][CH2:32][CH2:31]1.ON1C2C=CC=CC=2N=N1.N=C=N.CCN(C(C)C)C(C)C. Product: [CH3:4][N:5]1[C:13]2[C:8](=[CH:9][C:10]([NH:14][C:15]3[C:16]4[CH:23]=[C:22]([C:24]5[CH2:25][CH2:26][N:27]([C:38](=[O:39])[CH2:37][CH2:36][N:30]6[CH2:35][CH2:34][CH2:33][CH2:32][CH2:31]6)[CH2:28][CH:29]=5)[NH:21][C:17]=4[N:18]=[CH:19][N:20]=3)=[CH:11][CH:12]=2)[CH:7]=[N:6]1. The catalyst class is: 3. (4) Reactant: [Si]([O:8][CH2:9][C:10]1([CH3:36])[S:16][CH2:15][CH2:14][N:13]2[C:17]([C:20]3([C:23]4[CH:28]=[CH:27][C:26]([C:29]5[C:30]([CH3:35])=[N:31][CH:32]=[CH:33][CH:34]=5)=[CH:25][CH:24]=4)[CH2:22][CH2:21]3)=[N:18][N:19]=[C:12]2[CH2:11]1)(C(C)(C)C)(C)C.Cl. Product: [CH3:36][C:10]1([CH2:9][OH:8])[S:16][CH2:15][CH2:14][N:13]2[C:17]([C:20]3([C:23]4[CH:28]=[CH:27][C:26]([C:29]5[C:30]([CH3:35])=[N:31][CH:32]=[CH:33][CH:34]=5)=[CH:25][CH:24]=4)[CH2:22][CH2:21]3)=[N:18][N:19]=[C:12]2[CH2:11]1. The catalyst class is: 5.